From a dataset of Peptide-MHC class I binding affinity with 185,985 pairs from IEDB/IMGT. Regression. Given a peptide amino acid sequence and an MHC pseudo amino acid sequence, predict their binding affinity value. This is MHC class I binding data. (1) The peptide sequence is YLALGVFLLIV. The MHC is H-2-Kb with pseudo-sequence H-2-Kb. The binding affinity (normalized) is 0. (2) The peptide sequence is KPKLKVATL. The MHC is HLA-A30:01 with pseudo-sequence HLA-A30:01. The binding affinity (normalized) is 0.0847. (3) The peptide sequence is FSFGGFTFK. The MHC is HLA-B83:01 with pseudo-sequence HLA-B83:01. The binding affinity (normalized) is 0.213. (4) The peptide sequence is SVKGRFTIS. The MHC is HLA-A01:01 with pseudo-sequence HLA-A01:01. The binding affinity (normalized) is 0. (5) The peptide sequence is VLLPFYETL. The MHC is H-2-Db with pseudo-sequence H-2-Db. The binding affinity (normalized) is 0.277. (6) The peptide sequence is EMADYIFFV. The MHC is HLA-B44:02 with pseudo-sequence HLA-B44:02. The binding affinity (normalized) is 0.0847. (7) The peptide sequence is NSESGNSRY. The MHC is HLA-A69:01 with pseudo-sequence HLA-A69:01. The binding affinity (normalized) is 0.0847. (8) The peptide sequence is MSRKLHRYI. The MHC is HLA-C12:03 with pseudo-sequence HLA-C12:03. The binding affinity (normalized) is 0.437. (9) The peptide sequence is MEIKILHKQ. The binding affinity (normalized) is 0.0847. The MHC is HLA-B40:01 with pseudo-sequence HLA-B40:01.